Dataset: Forward reaction prediction with 1.9M reactions from USPTO patents (1976-2016). Task: Predict the product of the given reaction. The product is: [CH2:21]([N:22]1[C:25]2[CH:8]=[CH:7][CH:6]=[CH:5][C:4]=2[N:9]=[CH:23]1)[C:20]1[CH:19]=[CH:7][CH:6]=[CH:5][CH:4]=1. Given the reactants N1[C:5]2[CH:6]=[CH:7][CH:8]=[N:9][C:4]=2NC=1.[H-].[Na+].C(OS(O[CH2:19][CH3:20])(=O)=O)C.[CH3:21][N:22]([CH3:25])[CH:23]=O, predict the reaction product.